The task is: Regression/Classification. Given a drug SMILES string, predict its absorption, distribution, metabolism, or excretion properties. Task type varies by dataset: regression for continuous measurements (e.g., permeability, clearance, half-life) or binary classification for categorical outcomes (e.g., BBB penetration, CYP inhibition). For this dataset (solubility_aqsoldb), we predict Y.. This data is from Aqueous solubility values for 9,982 compounds from the AqSolDB database. (1) The molecule is C/C=C/CC(C)C(O)C1C(=O)NC(CC)C(=O)N(C)CC(=O)N(C)C(CC(C)C)C(=O)NC(C(C)C)C(=O)N(C)C(CC(C)C)C(=O)NC(C)C(=O)NC(C)C(=O)N(C)C(CC(C)C)C(=O)N(C)C(CC(C)C)C(=O)N(C)C(C(C)C)C(=O)N1C. The Y is -4.64 log mol/L. (2) The compound is COC1CCCC1. The Y is -0.904 log mol/L. (3) The compound is CCS(=O)(=O)c1nc2ccccn2c1S(=O)(=O)NC(=O)Nc1nc(OC)cc(OC)n1. The Y is -4.42 log mol/L. (4) The compound is CC(=O)C(N=Nc1cc(C(=O)Nc2cccc(Cl)c2C)ccc1Cl)C(=O)Nc1cc(Cl)c(NC(=O)C(N=Nc2cc(C(=O)Nc3cccc(Cl)c3C)ccc2Cl)C(C)=O)cc1C. The Y is -7.97 log mol/L.